From a dataset of Peptide-MHC class II binding affinity with 134,281 pairs from IEDB. Regression. Given a peptide amino acid sequence and an MHC pseudo amino acid sequence, predict their binding affinity value. This is MHC class II binding data. (1) The peptide sequence is GQNYTYKWETFLTRE. The MHC is HLA-DPA10201-DPB10501 with pseudo-sequence HLA-DPA10201-DPB10501. The binding affinity (normalized) is 0.597. (2) The peptide sequence is NHIPGYKVQTNGPWM. The MHC is DRB5_0101 with pseudo-sequence DRB5_0101. The binding affinity (normalized) is 0.626.